Dataset: Peptide-MHC class I binding affinity with 185,985 pairs from IEDB/IMGT. Task: Regression. Given a peptide amino acid sequence and an MHC pseudo amino acid sequence, predict their binding affinity value. This is MHC class I binding data. (1) The peptide sequence is YTVKYPNP. The MHC is H-2-Kb with pseudo-sequence H-2-Kb. The binding affinity (normalized) is 0.0590. (2) The peptide sequence is QANSDLGTW. The MHC is Mamu-A2201 with pseudo-sequence Mamu-A2201. The binding affinity (normalized) is 0. (3) The peptide sequence is FTIRDVLAY. The MHC is HLA-A03:01 with pseudo-sequence HLA-A03:01. The binding affinity (normalized) is 0.0847.